This data is from Forward reaction prediction with 1.9M reactions from USPTO patents (1976-2016). The task is: Predict the product of the given reaction. Given the reactants CN(C(ON1N=NC2C=CC=NC1=2)=[N+](C)C)C.F[P-](F)(F)(F)(F)F.[Cl:25][C:26]1[CH:31]=[CH:30][N:29]=[C:28]([N:32]2[C:39]3[C@H:38]4[CH2:40][C@H:37]4[CH2:36][C:35]=3[C:34]([C:41]([OH:43])=O)=[N:33]2)[CH:27]=1.Cl.[NH2:45][CH:46]([C:51]([F:54])([CH3:53])[CH3:52])[C:47]([O:49][CH3:50])=[O:48], predict the reaction product. The product is: [CH3:50][O:49][C:47](=[O:48])[CH:46]([NH:45][C:41]([C:34]1[C:35]2[CH2:36][C@@H:37]3[CH2:40][C@@H:38]3[C:39]=2[N:32]([C:28]2[CH:27]=[C:26]([Cl:25])[CH:31]=[CH:30][N:29]=2)[N:33]=1)=[O:43])[C:51]([F:54])([CH3:53])[CH3:52].